Predict the reaction yield, written as a fraction of the theoretical maximum amount of product (1.0 means a 100% yield; for example, 0.34 means a 34% yield). From a dataset of Reaction yield outcomes from USPTO patents with 853,638 reactions. The reactants are [CH3:1][C:2]1[N:3]=[CH:4][NH:5][CH:6]=1.C(#N)C.C(N(CC)CC)C.[F:17][C:18]1[CH:19]=[C:20]([CH:24]=[CH:25][CH:26]=1)[C:21](Cl)=[O:22]. No catalyst specified. The product is [F:17][C:18]1[CH:19]=[C:20]([CH:24]=[CH:25][CH:26]=1)[C:21]([C:4]1[NH:5][CH:6]=[C:2]([CH3:1])[N:3]=1)=[O:22]. The yield is 0.800.